This data is from Reaction yield outcomes from USPTO patents with 853,638 reactions. The task is: Predict the reaction yield, written as a fraction of the theoretical maximum amount of product (1.0 means a 100% yield; for example, 0.34 means a 34% yield). (1) The reactants are CS(Cl)(=O)=O.[Cl:6][C:7]1[CH:8]=[C:9]([CH:27]=[CH:28][C:29]=1[O:30][CH2:31][C:32]1[CH:37]=[CH:36][CH:35]=[C:34]([F:38])[CH:33]=1)[NH:10][C:11]1[C:16]([C:17]#[C:18][C:19]2[N:24]=[C:23]([CH2:25]O)[CH:22]=[CH:21][CH:20]=2)=[CH:15][N:14]=[CH:13][N:12]=1.[CH3:39][N:40]1[CH2:45][CH2:44][NH:43][CH2:42][CH2:41]1.O. The catalyst is C(Cl)Cl. The product is [Cl:6][C:7]1[CH:8]=[C:9]([NH:10][C:11]2[C:16]([C:17]#[C:18][C:19]3[CH:20]=[CH:21][CH:22]=[C:23]([CH2:25][N:43]4[CH2:44][CH2:45][N:40]([CH3:39])[CH2:41][CH2:42]4)[N:24]=3)=[CH:15][N:14]=[CH:13][N:12]=2)[CH:27]=[CH:28][C:29]=1[O:30][CH2:31][C:32]1[CH:37]=[CH:36][CH:35]=[C:34]([F:38])[CH:33]=1. The yield is 0.390. (2) The reactants are [F:1][C:2]([F:6])([F:5])[CH2:3][OH:4].[H-].[Na+].[Cl:9][C:10]1[N:15]=[C:14]([C:16]2[CH:21]=[CH:20][C:19]([Cl:22])=[C:18]([Cl:23])[CH:17]=2)[C:13](F)=[CH:12][N:11]=1. The catalyst is CN(C=O)C. The product is [Cl:9][C:10]1[N:15]=[C:14]([C:16]2[CH:21]=[CH:20][C:19]([Cl:22])=[C:18]([Cl:23])[CH:17]=2)[C:13]([O:4][CH2:3][C:2]([F:6])([F:5])[F:1])=[CH:12][N:11]=1. The yield is 0.618. (3) The reactants are [CH2:1]([O:3][C:4]([CH:6]1[CH2:8][CH:7]1[C:9](=O)[C:10]1[CH:15]=[C:14]([C:16]#[N:17])[CH:13]=[CH:12][C:11]=1[F:18])=[O:5])[CH3:2].[C:20]1([CH3:31])[CH:25]=[CH:24][C:23]([S:26]([NH:29]N)(=[O:28])=[O:27])=[CH:22][CH:21]=1.[CH2:32](O)C. No catalyst specified. The product is [CH2:1]([O:3][C:4]([CH:6]1[CH2:8][CH:7]1[C:9]([C:10]1[CH:15]=[C:14]([C:16]#[N:17])[CH:13]=[CH:12][C:11]=1[F:18])=[CH:32][NH:29][S:26]([C:23]1[CH:24]=[CH:25][C:20]([CH3:31])=[CH:21][CH:22]=1)(=[O:28])=[O:27])=[O:5])[CH3:2]. The yield is 0.660. (4) The reactants are [Li]CCCC.[CH3:6][N:7]([CH3:22])[S:8]([N:11]1[CH:15]=[CH:14][N:13]=[C:12]1[N:16]1[CH2:21][CH2:20][O:19][CH2:18][CH2:17]1)(=[O:10])=[O:9].[CH3:23][C:24](OC(C)=O)=[O:25].[NH4+].[Cl-]. The catalyst is C1COCC1. The product is [C:24]([C:15]1[N:11]([S:8]([N:7]([CH3:22])[CH3:6])(=[O:10])=[O:9])[C:12]([N:16]2[CH2:21][CH2:20][O:19][CH2:18][CH2:17]2)=[N:13][CH:14]=1)(=[O:25])[CH3:23]. The yield is 0.160. (5) The reactants are [CH3:1][C:2]1[O:6][N:5]=[C:4]([C:7]2[CH:12]=[CH:11][CH:10]=[CH:9][N:8]=2)[C:3]=1[CH2:13][OH:14].[CH3:15][O:16][C:17]([C:19]1[CH:24]=[CH:23][C:22](O)=[CH:21][N:20]=1)=[O:18].C1(P(C2C=CC=CC=2)C2C=CC=CC=2)C=CC=CC=1.N(C(OCC)=O)=NC(OCC)=O. The catalyst is C1COCC1. The product is [CH3:15][O:16][C:17]([C:19]1[CH:24]=[CH:23][C:22]([O:14][CH2:13][C:3]2[C:4]([C:7]3[CH:12]=[CH:11][CH:10]=[CH:9][N:8]=3)=[N:5][O:6][C:2]=2[CH3:1])=[CH:21][N:20]=1)=[O:18]. The yield is 0.440. (6) The reactants are [OH:1][C:2]1([CH:8]([C:23]2[CH:28]=[CH:27][CH:26]=[C:25]([C:29]#[C:30][Si](C)(C)C)[CH:24]=2)[CH2:9][N:10]2[CH2:15][CH2:14][N:13]([C:16]([O:18][C:19]([CH3:22])([CH3:21])[CH3:20])=[O:17])[CH2:12][CH2:11]2)[CH2:7][CH2:6][CH2:5][CH2:4][CH2:3]1.C(=O)([O-])[O-].[K+].[K+]. The catalyst is CO. The product is [C:29]([C:25]1[CH:24]=[C:23]([CH:8]([C:2]2([OH:1])[CH2:7][CH2:6][CH2:5][CH2:4][CH2:3]2)[CH2:9][N:10]2[CH2:11][CH2:12][N:13]([C:16]([O:18][C:19]([CH3:22])([CH3:21])[CH3:20])=[O:17])[CH2:14][CH2:15]2)[CH:28]=[CH:27][CH:26]=1)#[CH:30]. The yield is 0.800. (7) The reactants are [NH2:1][C:2]1[N:3]=[N:4][C:5]([Cl:8])=[CH:6][CH:7]=1.CO[CH:11](OC)[N:12]([CH3:14])[CH3:13]. No catalyst specified. The product is [Cl:8][C:5]1[N:4]=[N:3][C:2]([N:1]=[CH:11][N:12]([CH3:14])[CH3:13])=[CH:7][CH:6]=1. The yield is 0.810. (8) The reactants are [I:1][C:2]1[CH:3]=[N:4][NH:5][CH:6]=1.CC(C)([O-])C.[Na+].Cl[CH2:14][O:15][CH2:16][CH2:17][Si:18]([CH3:21])([CH3:20])[CH3:19].O. The catalyst is C1COCC1. The product is [I:1][C:2]1[CH:3]=[N:4][N:5]([CH2:14][O:15][CH2:16][CH2:17][Si:18]([CH3:21])([CH3:20])[CH3:19])[CH:6]=1. The yield is 0.630. (9) The reactants are [OH:1][C:2]1[CH:9]=[CH:8][C:5]([CH:6]=[O:7])=[CH:4][CH:3]=1.C(=O)([O-])[O-].[K+].[K+].Br[CH2:17][CH2:18][O:19][Si:20]([C:23]([CH3:26])([CH3:25])[CH3:24])([CH3:22])[CH3:21].O. The catalyst is CC#N. The product is [O:19]([CH2:18][CH2:17][O:1][C:2]1[CH:9]=[CH:8][C:5]([CH:6]=[O:7])=[CH:4][CH:3]=1)[Si:20]([C:23]([CH3:26])([CH3:25])[CH3:24])([CH3:22])[CH3:21]. The yield is 0.795. (10) The reactants are C[C:2]1[CH:11]=[C:10]2[C:5]([CH:6]([C:13]3[CH:18]=[CH:17][CH:16]=[CH:15][CH:14]=3)[CH2:7][C:8](=[O:12])[O:9]2)=[CH:4][CH:3]=1.[H-].[Al+3].[Li+].[H-].[H-].[H-].O1CCC[CH2:26]1. No catalyst specified. The product is [OH:9][C:10]1[CH:11]=[CH:2][C:3]([CH3:26])=[CH:4][C:5]=1[CH:6]([C:13]1[CH:14]=[CH:15][CH:16]=[CH:17][CH:18]=1)[CH2:7][CH2:8][OH:12]. The yield is 0.970.